This data is from Full USPTO retrosynthesis dataset with 1.9M reactions from patents (1976-2016). The task is: Predict the reactants needed to synthesize the given product. (1) Given the product [CH2:1]([C:4]1[O:5][C:6]2[C:12]([CH2:13][OH:14])=[CH:11][C:10]([O:15][C:16]([F:19])([F:17])[F:18])=[CH:9][C:7]=2[CH:8]=1)[CH2:2][CH3:3], predict the reactants needed to synthesize it. The reactants are: [CH2:1]([C:4]1[O:5][C:6]2[C:12]([CH:13]=[O:14])=[CH:11][C:10]([O:15][C:16]([F:19])([F:18])[F:17])=[CH:9][C:7]=2[CH:8]=1)[CH2:2][CH3:3].[BH4-].[Na+]. (2) Given the product [F:1][C:2]1[CH:10]=[C:6]([C:7]([O:9][CH3:17])=[O:8])[C:5]([OH:11])=[CH:4][CH:3]=1, predict the reactants needed to synthesize it. The reactants are: [F:1][C:2]1[CH:10]=[C:6]([C:7]([OH:9])=[O:8])[C:5]([OH:11])=[CH:4][CH:3]=1.S(=O)(=O)(O)O.[CH3:17]O. (3) The reactants are: [NH:1]1[C:9]2[C:4](=[CH:5][C:6]([C:10]3[C:14]4[C:15]([NH2:19])=[N:16][CH:17]=[CH:18][C:13]=4[S:12][CH:11]=3)=[CH:7][CH:8]=2)[CH2:3][CH2:2]1.CN(C(ON1N=NC2C=CC=NC1=2)=[N+](C)C)C.F[P-](F)(F)(F)(F)F.[Cl:44][C:45]1[CH:46]=[C:47]([CH2:51][C:52](O)=[O:53])[CH:48]=[CH:49][CH:50]=1.CCN(C(C)C)C(C)C. Given the product [Cl:44][C:45]1[CH:46]=[C:47]([CH2:51][C:52]([N:1]2[C:9]3[C:4](=[CH:5][C:6]([C:10]4[C:14]5[C:15]([NH2:19])=[N:16][CH:17]=[CH:18][C:13]=5[S:12][CH:11]=4)=[CH:7][CH:8]=3)[CH2:3][CH2:2]2)=[O:53])[CH:48]=[CH:49][CH:50]=1, predict the reactants needed to synthesize it. (4) The reactants are: [Br:1][C:2]1[CH:9]=[CH:8][C:5]([CH2:6][OH:7])=[CH:4][CH:3]=1.C(N(CC)C(C)C)(C)C.[CH2:19]([O:21][CH2:22]Cl)[CH3:20]. Given the product [Br:1][C:2]1[CH:9]=[CH:8][C:5]([CH2:6][O:7][CH2:22][O:21][CH2:19][CH3:20])=[CH:4][CH:3]=1, predict the reactants needed to synthesize it. (5) Given the product [C:15]([C:1]12[N:7]([C:8]([O:10][C:11]([CH3:12])([CH3:14])[CH3:13])=[O:9])[CH:4]([CH2:5][CH2:6]1)[CH2:3][CH2:2]2)(=[O:16])[C:19]1[CH:24]=[CH:23][CH:22]=[CH:21][CH:20]=1, predict the reactants needed to synthesize it. The reactants are: [C:1]12([C:15](OC)=[O:16])[N:7]([C:8]([O:10][C:11]([CH3:14])([CH3:13])[CH3:12])=[O:9])[CH:4]([CH2:5][CH2:6]1)[CH2:3][CH2:2]2.[C:19]1([Li])[CH:24]=[CH:23][CH:22]=[CH:21][CH:20]=1. (6) Given the product [C:42]([C:30]1[CH:35]=[CH:34][C:33]([C:37]2([C:36]([O:39][CH2:40][CH3:41])=[O:38])[CH2:6][CH2:1][CH2:2]2)=[CH:32][CH:31]=1)#[N:43], predict the reactants needed to synthesize it. The reactants are: [CH:1]1(P(C2CCCCC2)C2C(C3C(OC)=CC=CC=3OC)=CC=CC=2)[CH2:6]CCC[CH2:2]1.[CH2:30]1[CH2:35][CH2:34][CH2:33][CH2:32][CH2:31]1.[C:36]([O:39][CH2:40][CH3:41])(=[O:38])[CH3:37].[CH3:42][N:43](C=O)C.O. (7) The reactants are: C([O:3][C:4]([C:6]1[NH:7][C:8]2[C:13]([CH:14]=1)=[CH:12][CH:11]=[C:10]([Cl:15])[CH:9]=2)=[O:5])C.Br[CH2:17][C:18]1[C:27]2[C:22](=[CH:23][CH:24]=[CH:25][CH:26]=2)[CH:21]=[CH:20][CH:19]=1. Given the product [Cl:15][C:10]1[CH:9]=[C:8]2[C:13]([CH:14]=[C:6]([C:4]([OH:3])=[O:5])[N:7]2[CH2:17][C:18]2[C:27]3[C:22](=[CH:23][CH:24]=[CH:25][CH:26]=3)[CH:21]=[CH:20][CH:19]=2)=[CH:12][CH:11]=1, predict the reactants needed to synthesize it. (8) Given the product [CH:1]([NH:3][CH2:4][C:5]([O:7][C@H:8]([CH2:21][CH2:22][CH2:23][CH3:24])[CH2:9][C@H:10]1[C@H:13]([CH2:14][CH2:15][CH2:16][CH2:17][CH2:18][CH3:19])[C:12](=[O:20])[O:11]1)=[O:6])=[O:2], predict the reactants needed to synthesize it. The reactants are: [CH:1]([NH:3][CH2:4][C:5]([O:7][C@H:8]([CH2:21][CH2:22][CH:23]=[CH2:24])[CH2:9][C@H:10]1[C@H:13]([CH2:14][CH2:15][CH2:16][CH2:17][CH2:18][CH3:19])[C:12](=[O:20])[O:11]1)=[O:6])=[O:2]. (9) Given the product [Br:1][C:2]1[CH:7]=[C:6]([C:8]2[N:20]3[CH:21]=[CH:22][CH:23]=[C:24]([CH3:25])[C:19]3=[N:18][C:9]=2[C:11]2[CH:16]=[CH:15][CH:14]=[C:13]([CH3:17])[N:12]=2)[CH:5]=[CH:4][N:3]=1, predict the reactants needed to synthesize it. The reactants are: [Br:1][C:2]1[CH:7]=[C:6]([CH2:8][C:9]([C:11]2[CH:16]=[CH:15][CH:14]=[C:13]([CH3:17])[N:12]=2)=O)[CH:5]=[CH:4][N:3]=1.[NH2:18][C:19]1[C:24]([CH3:25])=[CH:23][CH:22]=[CH:21][N:20]=1. (10) The reactants are: [F:1][C:2]([F:33])([F:32])[C:3]1[CH:27]=[C:26]([C:28]([F:31])([F:30])[F:29])[CH:25]=[CH:24][C:4]=1[CH2:5][N:6]1[C:14]2[C:9](=[CH:10][C:11]([CH:15]=[C:16]3[S:20][C:19](SC)=[N:18][C:17]3=[O:23])=[CH:12][CH:13]=2)[CH:8]=[N:7]1.[CH3:34][O:35][CH2:36][CH2:37][N:38]1[CH2:43][CH2:42][NH:41][CH2:40][CH2:39]1. Given the product [F:32][C:2]([F:1])([F:33])[C:3]1[CH:27]=[C:26]([C:28]([F:30])([F:31])[F:29])[CH:25]=[CH:24][C:4]=1[CH2:5][N:6]1[C:14]2[C:9](=[CH:10][C:11]([CH:15]=[C:16]3[S:20][C:19]([N:41]4[CH2:42][CH2:43][N:38]([CH2:37][CH2:36][O:35][CH3:34])[CH2:39][CH2:40]4)=[N:18][C:17]3=[O:23])=[CH:12][CH:13]=2)[CH:8]=[N:7]1, predict the reactants needed to synthesize it.